Dataset: Catalyst prediction with 721,799 reactions and 888 catalyst types from USPTO. Task: Predict which catalyst facilitates the given reaction. (1) Reactant: [C:1]([O:5][C:6](=[O:48])[C:7]1[CH:12]=[CH:11][C:10]([CH2:13][CH2:14][S:15]([N:18]2[CH2:23][CH2:22][C:21]([NH:26][C:27](=[O:46])[C:28]3[CH:33]=[C:32]([C:34]([F:37])([F:36])[F:35])[CH:31]=[C:30]([O:38][CH2:39][C:40]4[CH:45]=[CH:44][CH:43]=[CH:42][CH:41]=4)[CH:29]=3)([C:24]#[N:25])[CH2:20][CH2:19]2)(=[O:17])=[O:16])=[C:9]([CH3:47])[CH:8]=1)([CH3:4])([CH3:3])[CH3:2].CS(C)=[O:51].[OH-].[Na+].OO.S([O-])([O-])(=O)=S.[Na+].[Na+].[Cl-].[NH4+]. Product: [C:1]([O:5][C:6](=[O:48])[C:7]1[CH:12]=[CH:11][C:10]([CH2:13][CH2:14][S:15]([N:18]2[CH2:19][CH2:20][C:21]([NH:26][C:27](=[O:46])[C:28]3[CH:33]=[C:32]([C:34]([F:37])([F:35])[F:36])[CH:31]=[C:30]([O:38][CH2:39][C:40]4[CH:41]=[CH:42][CH:43]=[CH:44][CH:45]=4)[CH:29]=3)([C:24](=[O:51])[NH2:25])[CH2:22][CH2:23]2)(=[O:16])=[O:17])=[C:9]([CH3:47])[CH:8]=1)([CH3:4])([CH3:3])[CH3:2]. The catalyst class is: 5. (2) Reactant: Cl.[CH3:2][C:3]([CH3:37])([CH3:36])[CH2:4][C:5]1[N:6]=[C:7]([CH:16]([OH:35])[C:17]2([C:23]3[CH:28]=[CH:27][C:26]([C:29]4[CH:34]=[CH:33][CH:32]=[CH:31][N:30]=4)=[CH:25][CH:24]=3)[S:22][CH2:21][CH2:20][CH2:19][S:18]2)[N:8](S(N(C)C)(=O)=O)[CH:9]=1. Product: [CH3:2][C:3]([CH3:37])([CH3:36])[CH2:4][C:5]1[N:6]=[C:7]([CH:16]([C:17]2([C:23]3[CH:28]=[CH:27][C:26]([C:29]4[CH:34]=[CH:33][CH:32]=[CH:31][N:30]=4)=[CH:25][CH:24]=3)[S:18][CH2:19][CH2:20][CH2:21][S:22]2)[OH:35])[NH:8][CH:9]=1. The catalyst class is: 7. (3) Reactant: [C:1]([NH:5][S:6]([C:9]1[CH:14]=[CH:13][CH:12]=[CH:11][C:10]=1[C:15]1[CH:23]=[CH:22]C=C[C:16]=1[C:17](O)=O)(=[O:8])=[O:7])([CH3:4])([CH3:3])[CH3:2].[C:24](Cl)(=[O:28])[C:25](Cl)=O.[NH2:30][C:31]1[CH:36]=[CH:35][C:34]([Cl:37])=[CH:33][C:32]=1[C:38]([NH:40][C:41]1[CH:46]=[CH:45][C:44]([Cl:47])=[CH:43][N:42]=1)=[O:39].N1C=CC=CC=1. Product: [C:1]([NH:5][S:6]([C:9]1[CH:14]=[CH:13][CH:12]=[CH:11][C:10]=1[C:15]1[CH:23]=[CH:22][C:25]([C:24]([NH:30][C:31]2[CH:36]=[CH:35][C:34]([Cl:37])=[CH:33][C:32]=2[C:38]([NH:40][C:41]2[CH:46]=[CH:45][C:44]([Cl:47])=[CH:43][N:42]=2)=[O:39])=[O:28])=[CH:17][CH:16]=1)(=[O:7])=[O:8])([CH3:4])([CH3:3])[CH3:2]. The catalyst class is: 120.